Dataset: Reaction yield outcomes from USPTO patents with 853,638 reactions. Task: Predict the reaction yield, written as a fraction of the theoretical maximum amount of product (1.0 means a 100% yield; for example, 0.34 means a 34% yield). (1) The reactants are F[C:2]1[CH:3]=[CH:4][C:5]([N+:12]([O-:14])=[O:13])=[C:6]([CH:11]=1)[C:7]([NH:9][CH3:10])=[O:8].[NH:15]1[CH2:20][CH2:19][O:18][CH2:17][CH2:16]1.C([O-])([O-])=O.[Cs+].[Cs+]. The catalyst is CN(C=O)C. The product is [CH3:10][NH:9][C:7](=[O:8])[C:6]1[CH:11]=[C:2]([N:15]2[CH2:20][CH2:19][O:18][CH2:17][CH2:16]2)[CH:3]=[CH:4][C:5]=1[N+:12]([O-:14])=[O:13]. The yield is 0.860. (2) The reactants are C[O:2][C:3](=[O:24])[CH:4]([NH:13][CH2:14][CH2:15][NH:16][C:17]([O:19][C:20]([CH3:23])([CH3:22])[CH3:21])=[O:18])[C:5]1[CH:10]=[CH:9][CH:8]=[C:7]([O:11][CH3:12])[CH:6]=1.[Li+].[OH-]. The catalyst is O. The product is [C:20]([O:19][C:17]([NH:16][CH2:15][CH2:14][NH:13][CH:4]([C:5]1[CH:10]=[CH:9][CH:8]=[C:7]([O:11][CH3:12])[CH:6]=1)[C:3]([OH:24])=[O:2])=[O:18])([CH3:23])([CH3:22])[CH3:21]. The yield is 0.460. (3) The reactants are C(OC(=O)[NH:6][C:7]1[CH:12]=[CH:11][CH:10]=[C:9]([C:13]2[N:14]=[C:15]([N:25]3[CH2:30][CH2:29][O:28][CH2:27][CH2:26]3)[S:16][C:17]=2[C:18]2[CH:23]=[CH:22][N:21]=[C:20]([Cl:24])[N:19]=2)[C:8]=1[F:31])C=C.CC(O)=O.C([SnH](CCCC)CCCC)CCC. The catalyst is C(Cl)Cl.Cl[Pd](Cl)([P](C1C=CC=CC=1)(C1C=CC=CC=1)C1C=CC=CC=1)[P](C1C=CC=CC=1)(C1C=CC=CC=1)C1C=CC=CC=1. The product is [Cl:24][C:20]1[N:19]=[C:18]([C:17]2[S:16][C:15]([N:25]3[CH2:26][CH2:27][O:28][CH2:29][CH2:30]3)=[N:14][C:13]=2[C:9]2[C:8]([F:31])=[C:7]([CH:12]=[CH:11][CH:10]=2)[NH2:6])[CH:23]=[CH:22][N:21]=1. The yield is 0.916. (4) The reactants are C([O-])([O-])=O.[K+].[K+].Br[CH2:8][C:9]([C:11]1[CH:16]=[CH:15][CH:14]=[CH:13][C:12]=1[O:17][CH3:18])=[O:10].[OH:19][C:20]1[CH:21]=[C:22]([NH:26][C:27](=[O:34])[C:28]2[CH:33]=[CH:32][CH:31]=[CH:30][N:29]=2)[CH:23]=[CH:24][CH:25]=1. The catalyst is CC(C)=O. The product is [CH3:18][O:17][C:12]1[CH:13]=[CH:14][CH:15]=[CH:16][C:11]=1[C:9](=[O:10])[CH2:8][O:19][C:20]1[CH:21]=[C:22]([NH:26][C:27](=[O:34])[C:28]2[CH:33]=[CH:32][CH:31]=[CH:30][N:29]=2)[CH:23]=[CH:24][CH:25]=1. The yield is 0.550. (5) The reactants are [C:1]([CH:5]1[CH2:8][C:7](=[O:9])[C:6]1(Cl)Cl)([CH3:4])([CH3:3])[CH3:2]. The catalyst is [Zn]. The product is [C:1]([CH:5]1[CH2:8][C:7](=[O:9])[CH2:6]1)([CH3:4])([CH3:3])[CH3:2]. The yield is 0.560.